From a dataset of NCI-60 drug combinations with 297,098 pairs across 59 cell lines. Regression. Given two drug SMILES strings and cell line genomic features, predict the synergy score measuring deviation from expected non-interaction effect. (1) Drug 1: CS(=O)(=O)C1=CC(=C(C=C1)C(=O)NC2=CC(=C(C=C2)Cl)C3=CC=CC=N3)Cl. Drug 2: CC1=C(C(CCC1)(C)C)C=CC(=CC=CC(=CC(=O)O)C)C. Cell line: MDA-MB-231. Synergy scores: CSS=3.72, Synergy_ZIP=0.595, Synergy_Bliss=1.71, Synergy_Loewe=-3.43, Synergy_HSA=-3.27. (2) Cell line: NCI-H322M. Drug 1: C1=CC=C(C=C1)NC(=O)CCCCCCC(=O)NO. Drug 2: CC(C)(C#N)C1=CC(=CC(=C1)CN2C=NC=N2)C(C)(C)C#N. Synergy scores: CSS=2.08, Synergy_ZIP=-2.64, Synergy_Bliss=-3.34, Synergy_Loewe=-1.42, Synergy_HSA=-1.35. (3) Drug 1: C1=C(C(=O)NC(=O)N1)N(CCCl)CCCl. Drug 2: C1=NC(=NC(=O)N1C2C(C(C(O2)CO)O)O)N. Cell line: HS 578T. Synergy scores: CSS=4.80, Synergy_ZIP=-5.15, Synergy_Bliss=-5.31, Synergy_Loewe=-5.97, Synergy_HSA=-5.38.